The task is: Predict which catalyst facilitates the given reaction.. This data is from Catalyst prediction with 721,799 reactions and 888 catalyst types from USPTO. (1) Reactant: [CH3:1][N:2]1[CH:6]=[C:5]([C:7](OC)=[O:8])[C:4]([C:11](OC)=[O:12])=[N:3]1.[H-].[H-].[H-].[H-].[Li+].[Al+3]. The catalyst class is: 876. Product: [CH3:1][N:2]1[CH:6]=[C:5]([CH2:7][OH:8])[C:4]([CH2:11][OH:12])=[N:3]1. (2) Reactant: [H-].[H-].[H-].[H-].[Li+].[Al+3].[C:7]1([C@@H:13]([N@@:15]2[CH2:17][CH:16]2[C:18](OC)=[O:19])[CH3:14])[CH:12]=[CH:11][CH:10]=[CH:9][CH:8]=1.C1([C@@H]([N@]2CC2C(OC)=O)C)C=CC=CC=1.[OH-].[K+]. Product: [C:7]1([C@@H:13]([N@:15]2[CH2:17][CH:16]2[CH2:18][OH:19])[CH3:14])[CH:8]=[CH:9][CH:10]=[CH:11][CH:12]=1. The catalyst class is: 1. (3) Reactant: [F:1][C:2]1[N:7]=[C:6]([NH:8]CC2C=CC(OC)=CC=2)[CH:5]=[CH:4][C:3]=1[CH2:18][C:19]1[C:27]2[CH:26]=[N:25][CH:24]=[N:23][C:22]=2[NH:21][CH:20]=1.FC(F)(F)C(O)=O. Product: [F:1][C:2]1[N:7]=[C:6]([NH2:8])[CH:5]=[CH:4][C:3]=1[CH2:18][C:19]1[C:27]2[CH:26]=[N:25][CH:24]=[N:23][C:22]=2[NH:21][CH:20]=1. The catalyst class is: 4. (4) Reactant: Cl.[CH2:2]([N:6]([CH2:11][CH2:12][CH2:13]Cl)[CH2:7][CH2:8][CH2:9][CH3:10])[CH2:3][CH2:4][CH3:5].[OH:15][C:16]1[CH:23]=[CH:22][C:19]([CH:20]=[O:21])=[CH:18][CH:17]=1.C(=O)([O-])[O-].[K+].[K+].CCC(C)=O. Product: [CH2:2]([N:6]([CH2:7][CH2:8][CH2:9][CH3:10])[CH2:11][CH2:12][CH2:13][O:15][C:16]1[CH:23]=[CH:22][C:19]([CH:20]=[O:21])=[CH:18][CH:17]=1)[CH2:3][CH2:4][CH3:5]. The catalyst class is: 6. (5) Reactant: [N:1]1[C:10]2[C:5](=[CH:6][CH:7]=[CH:8][CH:9]=2)[C:4](=[O:11])[NH:3][CH:2]=1.[H-].[Na+].[N+:14]([C:17]1[CH:18]=[C:19]([CH:24]=[CH:25][CH:26]=1)[C:20](=[O:23])[CH2:21]Br)([O-:16])=[O:15]. Product: [N+:14]([C:17]1[CH:18]=[C:19]([C:20](=[O:23])[CH2:21][N:3]2[C:4](=[O:11])[C:5]3[C:10](=[CH:9][CH:8]=[CH:7][CH:6]=3)[N:1]=[CH:2]2)[CH:24]=[CH:25][CH:26]=1)([O-:16])=[O:15]. The catalyst class is: 3.